Dataset: Full USPTO retrosynthesis dataset with 1.9M reactions from patents (1976-2016). Task: Predict the reactants needed to synthesize the given product. (1) Given the product [CH2:1]([C:5]1[N:6]=[C:7]([C:12]2[CH:17]=[CH:16][C:15]([C:18]([F:21])([F:20])[F:19])=[CH:14][CH:13]=2)[S:8][C:9]=1[CH2:10][O:31][C:29]1[CH:28]=[CH:27][C:24]([CH:25]=[O:26])=[C:23]([Cl:22])[CH:30]=1)[CH2:2][CH2:3][CH3:4], predict the reactants needed to synthesize it. The reactants are: [CH2:1]([C:5]1[N:6]=[C:7]([C:12]2[CH:17]=[CH:16][C:15]([C:18]([F:21])([F:20])[F:19])=[CH:14][CH:13]=2)[S:8][C:9]=1[CH2:10]Cl)[CH2:2][CH2:3][CH3:4].[Cl:22][C:23]1[CH:30]=[C:29]([OH:31])[CH:28]=[CH:27][C:24]=1[CH:25]=[O:26].C(=O)([O-])[O-].[Cs+].[Cs+].C(OCC)(=O)C. (2) Given the product [C:1]([CH2:3][CH2:4][CH:5]([C:13]1[CH:18]=[CH:17][CH:16]=[CH:15][C:14]=1[C:19]([F:20])([F:22])[F:21])[C:6]([OH:8])=[O:7])#[N:2], predict the reactants needed to synthesize it. The reactants are: [C:1]([CH2:3][CH2:4][CH:5]([C:13]1[CH:18]=[CH:17][CH:16]=[CH:15][C:14]=1[C:19]([F:22])([F:21])[F:20])[C:6]([O:8]C(C)(C)C)=[O:7])#[N:2].FC(F)(F)C(O)=O. (3) Given the product [CH3:9][C:10]1[CH:17]=[CH:16][C:15]([C:18]2[CH:23]=[CH:22][CH:21]=[CH:20][CH:19]=2)=[CH:14][C:11]=1[CH2:12][N:13]=[C:4]=[O:3], predict the reactants needed to synthesize it. The reactants are: O=C(Cl)[O:3][C:4](Cl)(Cl)Cl.[CH3:9][C:10]1[CH:17]=[CH:16][C:15]([C:18]2[CH:23]=[CH:22][CH:21]=[CH:20][CH:19]=2)=[CH:14][C:11]=1[CH2:12][NH2:13]. (4) Given the product [F:1][C:2]1[CH:3]=[CH:4][C:5]([C:8]2[CH:13]=[CH:12][C:11]([C:14](=[N:16][O:17][CH2:18][CH2:19][O:20][C:21]3[CH:26]=[CH:25][C:24]([CH2:27][CH:28]([O:34][C:35]4[CH:36]=[CH:37][C:38]([F:41])=[CH:39][CH:40]=4)[C:29]([OH:31])=[O:30])=[CH:23][CH:22]=3)[CH3:15])=[CH:10][CH:9]=2)=[CH:6][CH:7]=1, predict the reactants needed to synthesize it. The reactants are: [F:1][C:2]1[CH:7]=[CH:6][C:5]([C:8]2[CH:13]=[CH:12][C:11]([C:14](=[N:16][O:17][CH2:18][CH2:19][O:20][C:21]3[CH:26]=[CH:25][C:24]([CH2:27][CH:28]([O:34][C:35]4[CH:40]=[CH:39][C:38]([F:41])=[CH:37][CH:36]=4)[C:29]([O:31]CC)=[O:30])=[CH:23][CH:22]=3)[CH3:15])=[CH:10][CH:9]=2)=[CH:4][CH:3]=1.[OH-].[Na+].